Predict which catalyst facilitates the given reaction. From a dataset of Catalyst prediction with 721,799 reactions and 888 catalyst types from USPTO. (1) Reactant: [C:9](O[C:9]([O:11][C:12]([CH3:15])(C)C)=[O:10])([O:11][C:12](C)(C)[CH3:15])=[O:10].[NH2:16][C@H:17]1[CH2:22][CH2:21][C@H:20]([NH:23][C:24]2[CH:25]=[C:26]([NH:50][CH:51]3[CH2:53][CH2:52]3)[C:27]3[N:28]([C:30]([C:33]([NH:35][C:36]4[CH:41]=[C:40]([O:42]CC5C=CC=CC=5)[N:39]=[CH:38][N:37]=4)=[O:34])=[CH:31][N:32]=3)[N:29]=2)[CH2:19][CH2:18]1.[CH3:54][O:55]CCO.C(O)(C(F)(F)F)=O. Product: [CH:51]1([NH:50][C:26]2[C:27]3[N:28]([C:30]([C:33](=[O:34])[NH:35][C:36]4[CH:41]=[C:40]([OH:42])[N:39]=[CH:38][N:37]=4)=[CH:31][N:32]=3)[N:29]=[C:24]([NH:23][C@H:20]3[CH2:21][CH2:22][C@H:17]([NH:16][C:9](=[O:10])[O:11][CH2:12][CH2:15][O:55][CH3:54])[CH2:18][CH2:19]3)[CH:25]=2)[CH2:52][CH2:53]1. The catalyst class is: 64. (2) Reactant: [C:1]([Br:5])(Br)(Br)[Br:2].C1C=CC(P(C2C=CC=CC=2)C2C=CC=CC=2)=CC=1.[CH3:25]/[C:26](/[CH2:32][CH2:33][CH2:34][CH2:35][CH2:36][CH2:37][CH2:38][CH2:39][CH3:40])=[CH:27]\[CH2:28][CH2:29][CH:30]=O. Product: [Br:2][C:1]([Br:5])=[CH:30][CH2:29][CH2:28]/[CH:27]=[C:26](\[CH3:25])/[CH2:32][CH2:33][CH2:34][CH2:35][CH2:36][CH2:37][CH2:38][CH2:39][CH3:40]. The catalyst class is: 4. (3) Reactant: C(OC(=O)[NH:7][CH:8]1[CH2:13][CH2:12][N:11]([CH2:14][CH2:15][N:16]2[CH2:21][CH2:20][CH:19]([CH3:22])[CH2:18][CH2:17]2)[CH2:10][CH2:9]1)(C)(C)C.C(Cl)[Cl:25].[ClH:27]. Product: [ClH:25].[ClH:27].[ClH:25].[CH3:22][CH:19]1[CH2:18][CH2:17][N:16]([CH2:15][CH2:14][N:11]2[CH2:10][CH2:9][CH:8]([NH2:7])[CH2:13][CH2:12]2)[CH2:21][CH2:20]1. The catalyst class is: 12. (4) Product: [F:40][C:37]1[CH:38]=[CH:39][C:34]([O:33][CH2:32][CH2:31][CH2:30][S:6][C:7]2[N:8]([C:17]3[CH:18]=[CH:19][C:20]([O:23][CH2:24][C:25]([F:28])([F:27])[F:26])=[CH:21][CH:22]=3)[C:9](=[O:16])[C:10]3[NH:15][CH:14]=[CH:13][C:11]=3[N:12]=2)=[CH:35][CH:36]=1. The catalyst class is: 434. Reactant: C(=O)([O-])O.[Na+].[S:6]=[C:7]1[NH:12][C:11]2[CH:13]=[CH:14][NH:15][C:10]=2[C:9](=[O:16])[N:8]1[C:17]1[CH:22]=[CH:21][C:20]([O:23][CH2:24][C:25]([F:28])([F:27])[F:26])=[CH:19][CH:18]=1.Cl[CH2:30][CH2:31][CH2:32][O:33][C:34]1[CH:39]=[CH:38][C:37]([F:40])=[CH:36][CH:35]=1.[I-].[Na+]. (5) Reactant: [N:1]12[CH2:8][CH2:7][CH:4]([CH2:5][CH2:6]1)[CH:3]([N:9]1[CH:18]=[C:17]3[CH2:19][CH2:20][CH2:21][C:15]4[C:16]3=[C:11]([CH:12]=[CH:13][CH:14]=4)[C:10]1=[O:22])[CH2:2]2.[Cl:23](O)(=O)(=O)=O. Product: [CH:13]1[CH:12]=[C:11]2[C:10]([N:9]([C@H:3]3[CH:4]4[CH2:7][CH2:8][N:1]([CH2:6][CH2:5]4)[CH2:2]3)[CH2:18][C@H:17]3[CH2:19][CH2:20][CH2:21][C:15](=[C:16]23)[CH:14]=1)=[O:22].[ClH:23]. The catalyst class is: 15. (6) The catalyst class is: 309. Product: [CH3:32][N:31]([CH3:33])[C@H:28]1[CH2:27][CH2:26][C@H:25]([C:23]([NH:22][C:9]2[C:8]3[CH:34]=[C:4]([CH2:1][OH:2])[CH:5]=[CH:6][C:7]=3[O:11][C:10]=2[C:12]([NH:14][C:15]2[CH:20]=[CH:19][C:18]([Cl:21])=[CH:17][N:16]=2)=[O:13])=[O:24])[CH2:30][CH2:29]1. Reactant: [C:1]([C:4]1[CH:5]=[CH:6][C:7]2[O:11][C:10]([C:12]([NH:14][C:15]3[CH:20]=[CH:19][C:18]([Cl:21])=[CH:17][N:16]=3)=[O:13])=[C:9]([NH:22][C:23]([C@H:25]3[CH2:30][CH2:29][C@H:28]([N:31]([CH3:33])[CH3:32])[CH2:27][CH2:26]3)=[O:24])[C:8]=2[CH:34]=1)(O)=[O:2].